Dataset: Full USPTO retrosynthesis dataset with 1.9M reactions from patents (1976-2016). Task: Predict the reactants needed to synthesize the given product. (1) Given the product [CH3:1][O:2][C:3]([C:4]1[C:5]([NH2:14])=[C:6]([Cl:13])[C:7]2[N:11]([CH3:16])[CH:12]=[N:10][C:8]=2[CH:9]=1)=[O:15], predict the reactants needed to synthesize it. The reactants are: [CH3:1][O:2][C:3](=[O:15])[C:4]1[CH:9]=[C:8]([NH2:10])[C:7]([NH:11][CH3:12])=[C:6]([Cl:13])[C:5]=1[NH2:14].[C:16](O)(=O)C.C(N)=N.CCOC(C)=O. (2) Given the product [Cl:3][C:4]1[CH:5]=[CH:6][C:7]([O:14][CH3:15])=[C:8]([CH2:10][C:11]([NH:2][CH3:1])=[O:12])[CH:9]=1, predict the reactants needed to synthesize it. The reactants are: [CH3:1][NH2:2].[Cl:3][C:4]1[CH:5]=[CH:6][C:7]([O:14][CH3:15])=[C:8]([CH2:10][C:11](Cl)=[O:12])[CH:9]=1.C(OCC)C.